This data is from Reaction yield outcomes from USPTO patents with 853,638 reactions. The task is: Predict the reaction yield, written as a fraction of the theoretical maximum amount of product (1.0 means a 100% yield; for example, 0.34 means a 34% yield). (1) The yield is 0.770. The product is [F:26][C:12]1[C:11]([NH:10][CH2:9][C:4]2[CH:5]=[C:6]([CH3:8])[CH:7]=[C:2]([C:32]3[CH:31]=[CH:30][CH:29]=[C:28]([F:27])[CH:33]=3)[CH:3]=2)=[C:24]([F:25])[CH:23]=[CH:22][C:13]=1[O:14][CH2:15][C:16]([O:18][CH:19]([CH3:21])[CH3:20])=[O:17]. The catalyst is C(#N)C.C1C=CC(P(C2C=CC=CC=2)[C-]2C=CC=C2)=CC=1.C1C=CC(P(C2C=CC=CC=2)[C-]2C=CC=C2)=CC=1.Cl[Pd]Cl.[Fe+2]. The reactants are Br[C:2]1[CH:3]=[C:4]([CH2:9][NH:10][C:11]2[C:12]([F:26])=[C:13]([CH:22]=[CH:23][C:24]=2[F:25])[O:14][CH2:15][C:16]([O:18][CH:19]([CH3:21])[CH3:20])=[O:17])[CH:5]=[C:6]([CH3:8])[CH:7]=1.[F:27][C:28]1[CH:29]=[C:30](B(O)O)[CH:31]=[CH:32][CH:33]=1.C([O-])([O-])=O.[K+].[K+]. (2) The reactants are COC1C=CC(C[N:8](CC2C=CC(OC)=CC=2)[S:9]([C:12]2[S:16][C:15]([O:17][C:18]3[CH:19]=[C:20]([N:24]4[CH2:29][CH2:28][N:27](C(OC(C)(C)C)=O)[CH2:26][CH2:25]4)[CH:21]=[CH:22][CH:23]=3)=[C:14]([Cl:37])[CH:13]=2)(=[O:11])=[O:10])=CC=1.C(O)(C(F)(F)F)=O. The catalyst is C(Cl)Cl. The product is [Cl:37][C:14]1[CH:13]=[C:12]([S:9]([NH2:8])(=[O:10])=[O:11])[S:16][C:15]=1[O:17][C:18]1[CH:23]=[CH:22][CH:21]=[C:20]([N:24]2[CH2:29][CH2:28][NH:27][CH2:26][CH2:25]2)[CH:19]=1. The yield is 0.800. (3) The reactants are [CH3:1][O:2][C:3]1[CH:4]=[C:5]2[C:10](=[CH:11][C:12]=1[O:13][CH2:14][CH2:15][O:16][CH:17]1[CH2:22][CH2:21][NH:20][CH2:19][CH2:18]1)[N:9]=[CH:8][N:7]=[C:6]2[O:23][C:24]1[CH:25]=[C:26]2[C:30](=[CH:31][CH:32]=1)[NH:29][C:28]([CH3:33])=[CH:27]2. The catalyst is C(#N)C=C.C(Cl)Cl.CO. The product is [C:6]([CH2:5][CH2:4][N:20]1[CH2:21][CH2:22][CH:17]([O:16][CH2:15][CH2:14][O:13][C:12]2[CH:11]=[C:10]3[C:5]([C:6]([O:23][C:24]4[CH:25]=[C:26]5[C:30](=[CH:31][CH:32]=4)[NH:29][C:28]([CH3:33])=[CH:27]5)=[N:7][CH:8]=[N:9]3)=[CH:4][C:3]=2[O:2][CH3:1])[CH2:18][CH2:19]1)#[N:7]. The yield is 0.860. (4) The reactants are [NH2:1][C:2]1C(O)=NC=[N:6][C:7]=1[NH2:8].[OH-].[Na+].Br[CH:13](Br)[C:14](=O)[C:15]([F:18])([F:17])[F:16]. No catalyst specified. The product is [F:16][C:15]([F:18])([F:17])[C:14]1[N:1]=[CH:2][C:7]([NH2:8])=[N:6][CH:13]=1. The yield is 0.150.